From a dataset of Catalyst prediction with 721,799 reactions and 888 catalyst types from USPTO. Predict which catalyst facilitates the given reaction. (1) The catalyst class is: 14. Product: [Cl:1][C:2]1[CH:7]=[CH:6][C:5]([C:8]([C:10]2[CH:11]=[N:12][C:13]([NH:21][CH3:20])=[CH:14][CH:15]=2)=[O:9])=[CH:4][CH:3]=1. Reactant: [Cl:1][C:2]1[CH:7]=[CH:6][C:5]([C:8]([C:10]2[CH:11]=[N:12][C:13](Cl)=[CH:14][CH:15]=2)=[O:9])=[CH:4][CH:3]=1.CN.C[CH2:20][N:21](CC)CC. (2) Reactant: [NH2:1][C@H:2]1[CH2:6][CH2:5][CH2:4][C@@H:3]1[NH:7][C:8](=[O:14])[O:9][C:10]([CH3:13])([CH3:12])[CH3:11].C(=O)([O-])[O-].[K+].[K+].Br[CH2:22][C:23]1[CH:28]=[CH:27][CH:26]=[CH:25][CH:24]=1. Product: [CH2:22]([N:1]([CH2:22][C:23]1[CH:28]=[CH:27][CH:26]=[CH:25][CH:24]=1)[C@H:2]1[CH2:6][CH2:5][CH2:4][C@@H:3]1[NH:7][C:8](=[O:14])[O:9][C:10]([CH3:11])([CH3:13])[CH3:12])[C:23]1[CH:28]=[CH:27][CH:26]=[CH:25][CH:24]=1. The catalyst class is: 39. (3) Reactant: O[C:2]1[C:7]([C:8]2[CH:13]=[CH:12][CH:11]=[C:10]([N+:14]([O-:16])=[O:15])[CH:9]=2)=[N:6][NH:5][C:4](=[O:17])[C:3]=1[C:18]([O:20][CH2:21][CH3:22])=[O:19].C(Cl)(=O)C([Cl:26])=O. Product: [Cl:26][C:2]1[C:7]([C:8]2[CH:13]=[CH:12][CH:11]=[C:10]([N+:14]([O-:16])=[O:15])[CH:9]=2)=[N:6][NH:5][C:4](=[O:17])[C:3]=1[C:18]([O:20][CH2:21][CH3:22])=[O:19]. The catalyst class is: 59. (4) Reactant: [Cl:1][C:2]1[C:3]([C:8]2([F:18])[CH2:17][CH2:16][C:11]3(OCC[O:12]3)[CH2:10][CH2:9]2)=[N:4][CH:5]=[CH:6][CH:7]=1.Cl. Product: [Cl:1][C:2]1[C:3]([C:8]2([F:18])[CH2:9][CH2:10][C:11](=[O:12])[CH2:16][CH2:17]2)=[N:4][CH:5]=[CH:6][CH:7]=1. The catalyst class is: 12. (5) Reactant: CS(C)=O.[C:5]([C:9]1[CH:14]=[CH:13][C:12]([NH:15][C:16]([NH:18][CH2:19][CH2:20][CH2:21][OH:22])=[O:17])=[CH:11][CH:10]=1)([CH3:8])([CH3:7])[CH3:6].O. Product: [C:5]([C:9]1[CH:14]=[CH:13][C:12]([NH:15][C:16]([NH:18][CH2:19][CH2:20][CH:21]=[O:22])=[O:17])=[CH:11][CH:10]=1)([CH3:8])([CH3:6])[CH3:7]. The catalyst class is: 2.